Dataset: Peptide-MHC class II binding affinity with 134,281 pairs from IEDB. Task: Regression. Given a peptide amino acid sequence and an MHC pseudo amino acid sequence, predict their binding affinity value. This is MHC class II binding data. (1) The peptide sequence is TTAIPSCPEGTVPLYSGFSF. The MHC is DRB1_1501 with pseudo-sequence DRB1_1501. The binding affinity (normalized) is 0. (2) The peptide sequence is IFYDVFFAVANGNEL. The MHC is DRB1_0101 with pseudo-sequence DRB1_0101. The binding affinity (normalized) is 0.756.